This data is from Catalyst prediction with 721,799 reactions and 888 catalyst types from USPTO. The task is: Predict which catalyst facilitates the given reaction. (1) Reactant: [N:1]1([C@@H:7]2[CH2:10][C@H:9]([OH:11])[CH2:8]2)[CH2:6][CH2:5][CH2:4][CH2:3][CH2:2]1.CN1C=CN=C1.[C:18]1([CH3:28])[CH:23]=[CH:22][C:21]([S:24](Cl)(=[O:26])=[O:25])=[CH:20][CH:19]=1. Product: [CH3:28][C:18]1[CH:23]=[CH:22][C:21]([S:24]([O:11][C@H:9]2[CH2:8][C@@H:7]([N:1]3[CH2:6][CH2:5][CH2:4][CH2:3][CH2:2]3)[CH2:10]2)(=[O:26])=[O:25])=[CH:20][CH:19]=1. The catalyst class is: 4. (2) Reactant: CCN(C(C)C)C(C)C.Cl[C:11]1[N:19]=[CH:18][N:17]=[C:16]2[C:12]=1[N:13]=[CH:14][NH:15]2.[F:20][C:21]1[CH:22]=[C:23]2[C:28](=[CH:29][CH:30]=1)[N:27]=[CH:26][C:25]([CH:31]([NH2:33])[CH3:32])=[C:24]2[C:34]1[CH:39]=[CH:38][CH:37]=[CH:36][CH:35]=1. Product: [F:20][C:21]1[CH:22]=[C:23]2[C:28](=[CH:29][CH:30]=1)[N:27]=[CH:26][C:25]([CH:31]([NH:33][C:11]1[N:19]=[CH:18][N:17]=[C:16]3[C:12]=1[N:13]=[CH:14][NH:15]3)[CH3:32])=[C:24]2[C:34]1[CH:39]=[CH:38][CH:37]=[CH:36][CH:35]=1. The catalyst class is: 51. (3) Reactant: [NH2:1][C:2]1[CH:7]=[CH:6][C:5]([C:8]2[C:17]3[CH2:16][CH2:15][CH2:14][CH2:13][C:12]=3[C:11](=[O:18])[NH:10][N:9]=2)=[CH:4][CH:3]=1.[O:19]=[C:20]1CCC(=O)N1OC(=O)ON1C(=O)CCC1=O.[CH2:37]1[C:45]2[C:40](=[CH:41][CH:42]=[CH:43][CH:44]=2)[CH2:39][NH:38]1.O. Product: [O:18]=[C:11]1[C:12]2[CH2:13][CH2:14][CH2:15][CH2:16][C:17]=2[C:8]([C:5]2[CH:4]=[CH:3][C:2]([NH:1][C:20]([N:38]3[CH2:39][C:40]4[C:45](=[CH:44][CH:43]=[CH:42][CH:41]=4)[CH2:37]3)=[O:19])=[CH:7][CH:6]=2)=[N:9][NH:10]1. The catalyst class is: 737. (4) Reactant: [F:1][C:2]1[CH:7]=[CH:6][C:5]([C:8]2[N:9]=[C:10]3[N:14]([CH:15]=2)[CH:13]=[CH:12][O:11]3)=[CH:4][CH:3]=1.[C:16](OC(=O)C)(=[O:18])[CH3:17]. Product: [F:1][C:2]1[CH:3]=[CH:4][C:5]([C:8]2[N:9]=[C:10]3[N:14]([C:15]=2[C:16](=[O:18])[CH3:17])[CH:13]=[CH:12][O:11]3)=[CH:6][CH:7]=1. The catalyst class is: 65.